Dataset: Forward reaction prediction with 1.9M reactions from USPTO patents (1976-2016). Task: Predict the product of the given reaction. (1) Given the reactants C(=O)([O-])[O-].[K+].[K+].[C:7]1([S:13]([N:16]2[C:20]3=[N:21][CH:22]=[C:23]([OH:25])[CH:24]=[C:19]3[CH:18]=[C:17]2[C:26]([C:33]2[CH:38]=[CH:37][C:36]([S:39]([CH3:42])(=[O:41])=[O:40])=[CH:35][CH:34]=2)=[CH:27][CH:28]2[CH2:32][CH2:31][CH2:30][CH2:29]2)(=[O:15])=[O:14])[CH:12]=[CH:11][CH:10]=[CH:9][CH:8]=1.Br[CH:44]([CH3:46])[CH3:45], predict the reaction product. The product is: [C:7]1([S:13]([N:16]2[C:20]3=[N:21][CH:22]=[C:23]([O:25][CH:44]([CH3:46])[CH3:45])[CH:24]=[C:19]3[CH:18]=[C:17]2[C:26]([C:33]2[CH:34]=[CH:35][C:36]([S:39]([CH3:42])(=[O:40])=[O:41])=[CH:37][CH:38]=2)=[CH:27][CH:28]2[CH2:32][CH2:31][CH2:30][CH2:29]2)(=[O:14])=[O:15])[CH:12]=[CH:11][CH:10]=[CH:9][CH:8]=1. (2) Given the reactants [NH2:1][C:2]1[O:6][N:5]=[C:4]([C:7]2[CH:12]=[CH:11][CH:10]=[C:9]([O:13][C:14]([F:17])([F:16])[F:15])[CH:8]=2)[C:3]=1[C:18]([OH:20])=O.Cl.C(N=C=NCCCN(C)C)C.[CH3:33][O:34][C:35]1[CH:40]=[CH:39][CH:38]=[CH:37][C:36]=1[N:41]1[CH2:46][CH2:45][NH:44][CH2:43][CH2:42]1, predict the reaction product. The product is: [NH2:1][C:2]1[O:6][N:5]=[C:4]([C:7]2[CH:12]=[CH:11][CH:10]=[C:9]([O:13][C:14]([F:15])([F:16])[F:17])[CH:8]=2)[C:3]=1[C:18]([N:44]1[CH2:43][CH2:42][N:41]([C:36]2[CH:37]=[CH:38][CH:39]=[CH:40][C:35]=2[O:34][CH3:33])[CH2:46][CH2:45]1)=[O:20].